Task: Predict the reaction yield, written as a fraction of the theoretical maximum amount of product (1.0 means a 100% yield; for example, 0.34 means a 34% yield).. Dataset: Reaction yield outcomes from USPTO patents with 853,638 reactions (1) The reactants are Br[C:2]1[C:7](=[O:8])[N:6]([CH2:9][C:10]2[CH:15]=[CH:14][C:13]([C:16]3[C:17]([C:22]#[N:23])=[CH:18][CH:19]=[CH:20][CH:21]=3)=[CH:12][CH:11]=2)[C:5]([CH2:24][CH2:25][CH2:26][CH3:27])=[N:4][C:3]=1[CH3:28].[CH3:29][C:30]1[C:34](B(O)O)=[C:33]([CH3:38])[O:32][N:31]=1.C(=O)([O-])[O-].[Cs+].[Cs+]. The catalyst is O1CCOCC1.C(OCC)(=O)C.C1C=CC(P(C2C=CC=CC=2)[C-]2C=CC=C2)=CC=1.C1C=CC(P(C2C=CC=CC=2)[C-]2C=CC=C2)=CC=1.Cl[Pd]Cl.[Fe+2]. The product is [CH2:24]([C:5]1[N:6]([CH2:9][C:10]2[CH:15]=[CH:14][C:13]([C:16]3[C:17]([C:22]#[N:23])=[CH:18][CH:19]=[CH:20][CH:21]=3)=[CH:12][CH:11]=2)[C:7](=[O:8])[C:2]([C:34]2[C:30]([CH3:29])=[N:31][O:32][C:33]=2[CH3:38])=[C:3]([CH3:28])[N:4]=1)[CH2:25][CH2:26][CH3:27]. The yield is 0.310. (2) The reactants are FC(F)(F)C([N:5]([CH2:15][CH:16]1[CH2:21][CH2:20][N:19]([S:22]([CH3:25])(=[O:24])=[O:23])[CH2:18][CH2:17]1)[C@@H:6]1[CH2:8][C@H:7]1[C:9]1[CH:14]=[CH:13][CH:12]=[CH:11][CH:10]=1)=O.[OH-].[K+]. The catalyst is CO.O. The product is [CH3:25][S:22]([N:19]1[CH2:20][CH2:21][CH:16]([CH2:15][NH:5][C@@H:6]2[CH2:8][C@H:7]2[C:9]2[CH:14]=[CH:13][CH:12]=[CH:11][CH:10]=2)[CH2:17][CH2:18]1)(=[O:24])=[O:23]. The yield is 0.518. (3) The reactants are [CH2:1]([O:8][C:9]1[CH:14]=[C:13]([O:15][CH2:16][C:17]2[CH:22]=[CH:21][CH:20]=[CH:19][CH:18]=2)[C:12]([C:23]([CH3:26])([CH3:25])[CH3:24])=[CH:11][C:10]=1[C:27](=[O:29])C)[C:2]1[CH:7]=[CH:6][CH:5]=[CH:4][CH:3]=1.[OH-:30].[Na+].BrBr. The catalyst is O1CCOCC1.O. The product is [CH2:1]([O:8][C:9]1[CH:14]=[C:13]([O:15][CH2:16][C:17]2[CH:22]=[CH:21][CH:20]=[CH:19][CH:18]=2)[C:12]([C:23]([CH3:24])([CH3:26])[CH3:25])=[CH:11][C:10]=1[C:27]([OH:29])=[O:30])[C:2]1[CH:7]=[CH:6][CH:5]=[CH:4][CH:3]=1. The yield is 0.790. (4) The reactants are [CH2:1]([Sn:5](=[O:10])[CH2:6][CH2:7][CH2:8][CH3:9])[CH2:2][CH2:3][CH3:4].[CH2:11]([CH:13]([CH2:16][CH3:17])[CH2:14][OH:15])[CH3:12]. No catalyst specified. The product is [CH2:1]([Sn:5]([CH2:6][CH2:7][CH2:8][CH3:9])([O:15][CH2:14][CH:13]([CH2:16][CH3:17])[CH2:11][CH3:12])[O:10][Sn:5]([CH2:6][CH2:7][CH2:8][CH3:9])([CH2:1][CH2:2][CH2:3][CH3:4])[O:15][CH2:14][CH:13]([CH2:16][CH3:17])[CH2:11][CH3:12])[CH2:2][CH2:3][CH3:4]. The yield is 0.990.